This data is from Peptide-MHC class I binding affinity with 185,985 pairs from IEDB/IMGT. The task is: Regression. Given a peptide amino acid sequence and an MHC pseudo amino acid sequence, predict their binding affinity value. This is MHC class I binding data. The peptide sequence is TTPFGQQRV. The MHC is HLA-A68:02 with pseudo-sequence HLA-A68:02. The binding affinity (normalized) is 0.572.